The task is: Predict the reaction yield, written as a fraction of the theoretical maximum amount of product (1.0 means a 100% yield; for example, 0.34 means a 34% yield).. This data is from Reaction yield outcomes from USPTO patents with 853,638 reactions. (1) The product is [CH3:20][C:15]1([CH3:21])[C:16]([CH3:19])([CH3:18])[O:17][B:13]([CH2:2][C:3]2[CH:8]=[CH:7][C:6]([CH2:9][C:10]([O:12][CH3:31])=[O:11])=[CH:5][CH:4]=2)[O:14]1. The reactants are Br[CH2:2][C:3]1[CH:8]=[CH:7][C:6]([CH2:9][C:10]([O-:12])=[O:11])=[CH:5][CH:4]=1.[B:13]1([B:13]2[O:17][C:16]([CH3:19])([CH3:18])[C:15]([CH3:21])([CH3:20])[O:14]2)[O:17][C:16]([CH3:19])([CH3:18])[C:15]([CH3:21])([CH3:20])[O:14]1.[C:31]([O-])([O-])=O.[K+].[K+].O1CCOCC1. The catalyst is C(OCC)(=O)C.C1C=CC([P]([Pd]([P](C2C=CC=CC=2)(C2C=CC=CC=2)C2C=CC=CC=2)([P](C2C=CC=CC=2)(C2C=CC=CC=2)C2C=CC=CC=2)[P](C2C=CC=CC=2)(C2C=CC=CC=2)C2C=CC=CC=2)(C2C=CC=CC=2)C2C=CC=CC=2)=CC=1. The yield is 0.700. (2) The reactants are C(OC([N:8]1[CH:12]=[C:11]([CH2:13][CH2:14][CH2:15][CH2:16][CH2:17][C:18]#[CH:19])[N:10]=[C:9]1[NH2:20])=O)(C)(C)C.[N:21]([CH2:24][C:25]([NH:27][C:28]1[CH:33]=[CH:32][CH:31]=[CH:30][CH:29]=1)=[O:26])=[N+:22]=[N-:23]. No catalyst specified. The product is [NH2:20][C:9]1[NH:8][CH:12]=[C:11]([CH2:13][CH2:14][CH2:15][CH2:16][CH2:17][C:18]2[N:23]=[N:22][N:21]([CH2:24][C:25]([NH:27][C:28]3[CH:33]=[CH:32][CH:31]=[CH:30][CH:29]=3)=[O:26])[CH:19]=2)[N:10]=1. The yield is 0.510. (3) The yield is 0.570. The product is [O:21]1[C:26]2[CH:27]=[CH:28][C:29]([CH2:31][NH:19][CH2:18][CH2:17][N:13]3[CH2:14][CH2:15][CH2:16][CH:12]3[C:10]3[CH:9]=[C:8]([CH3:20])[N:7]=[C:6]([N:1]4[CH:5]=[CH:4][N:3]=[CH:2]4)[N:11]=3)=[CH:30][C:25]=2[O:24][CH2:23][CH2:22]1. The catalyst is O1CCOCC1.CCOC(C)=O. The reactants are [N:1]1([C:6]2[N:11]=[C:10]([CH:12]3[CH2:16][CH2:15][CH2:14][N:13]3[CH2:17][CH2:18][NH2:19])[CH:9]=[C:8]([CH3:20])[N:7]=2)[CH:5]=[CH:4][N:3]=[CH:2]1.[O:21]1[C:26]2[CH:27]=[CH:28][C:29]([CH:31]=O)=[CH:30][C:25]=2[O:24][CH2:23][CH2:22]1.O.C1(C)C=CC(S(O)(=O)=O)=CC=1.C(O[BH-](OC(=O)C)OC(=O)C)(=O)C.[Na+].[OH-].[Na+]. (4) The reactants are [C:1]1(/[CH:7]=[CH:8]/[C:9]([C:11]2[CH:16]=[CH:15][CH:14]=[CH:13][CH:12]=2)=[O:10])[CH:6]=[CH:5][CH:4]=[CH:3][CH:2]=1.CC(C)(O)[C:19]#[N:20].C([O-])([O-])=O.[Na+].[Na+]. The catalyst is CO. The product is [O:10]=[C:9]([C:11]1[CH:16]=[CH:15][CH:14]=[CH:13][CH:12]=1)[CH2:8][CH:7]([C:1]1[CH:2]=[CH:3][CH:4]=[CH:5][CH:6]=1)[C:19]#[N:20]. The yield is 0.800. (5) The reactants are [CH3:1][O:2][C:3](=[O:30])[CH:4]([C:9]1[CH:10]=[C:11]([C:16]2[CH:21]=[C:20]([C:22]([F:25])([F:24])[F:23])[CH:19]=[C:18]([C:26]([F:29])([F:28])[F:27])[CH:17]=2)[CH:12]=[C:13]([OH:15])[CH:14]=1)[CH2:5][CH:6]([CH3:8])[CH3:7].[F:31][C:32]1[CH:33]=[C:34](B(O)O)[CH:35]=[C:36]([C:38]([F:41])([F:40])[F:39])[CH:37]=1. No catalyst specified. The product is [CH3:1][O:2][C:3](=[O:30])[CH:4]([C:9]1[CH:10]=[C:11]([C:16]2[CH:21]=[C:20]([C:22]([F:23])([F:25])[F:24])[CH:19]=[C:18]([C:26]([F:27])([F:28])[F:29])[CH:17]=2)[CH:12]=[C:13]([O:15][C:34]2[CH:35]=[C:36]([C:38]([F:40])([F:39])[F:41])[CH:37]=[C:32]([F:31])[CH:33]=2)[CH:14]=1)[CH2:5][CH:6]([CH3:8])[CH3:7]. The yield is 0.350. (6) The reactants are [NH2:1][C:2]1[C:11]2[C:6](=[C:7](Br)[CH:8]=[CH:9][CH:10]=2)[N:5]=[N:4][C:3]=1[C:13]([NH:15][CH2:16][CH2:17][CH3:18])=[O:14].[F:19][C:20]1[CH:25]=[CH:24][C:23](B(O)O)=[C:22]([O:29][CH3:30])[CH:21]=1. No catalyst specified. The product is [NH2:1][C:2]1[C:11]2[C:6](=[C:7]([C:23]3[CH:24]=[CH:25][C:20]([F:19])=[CH:21][C:22]=3[O:29][CH3:30])[CH:8]=[CH:9][CH:10]=2)[N:5]=[N:4][C:3]=1[C:13]([NH:15][CH2:16][CH2:17][CH3:18])=[O:14]. The yield is 0.830. (7) The reactants are Cl[C:2]1[S:3][C:4]2[CH:10]=[C:9]([C:11]#[N:12])[CH:8]=[CH:7][C:5]=2[N:6]=1.[NH:13]1[CH2:18][CH2:17][NH:16][CH2:15][CH2:14]1.[I-].[Na+].C(N(CC)CC)C.Br[CH:29]([CH3:31])[CH3:30]. The catalyst is CN(C=O)C.O. The product is [CH:29]([N:13]1[CH2:18][CH2:17][N:16]([C:2]2[S:3][C:4]3[CH:10]=[C:9]([C:11]#[N:12])[CH:8]=[CH:7][C:5]=3[N:6]=2)[CH2:15][CH2:14]1)([CH3:31])[CH3:30]. The yield is 0.410.